This data is from Forward reaction prediction with 1.9M reactions from USPTO patents (1976-2016). The task is: Predict the product of the given reaction. (1) Given the reactants [F:1][C:2]1[CH:10]=[C:9]2[C:5]([C:6]([C:11]3[CH:32]=[CH:31][C:14]4[N:15]=[C:16]([CH:18]5[CH2:23][CH2:22][N:21](C(OC(C)(C)C)=O)[CH2:20][CH2:19]5)[O:17][C:13]=4[CH:12]=3)=[CH:7][NH:8]2)=[CH:4][CH:3]=1, predict the reaction product. The product is: [F:1][C:2]1[CH:10]=[C:9]2[C:5]([C:6]([C:11]3[CH:32]=[CH:31][C:14]4[N:15]=[C:16]([CH:18]5[CH2:19][CH2:20][NH:21][CH2:22][CH2:23]5)[O:17][C:13]=4[CH:12]=3)=[CH:7][NH:8]2)=[CH:4][CH:3]=1. (2) Given the reactants C(OC([N:8]1[CH2:13][CH:12]2[CH2:14][CH2:15][CH:9]1[CH2:10][CH:11]2[CH2:16][C:17]1[CH:22]=[CH:21][C:20]([Cl:23])=[C:19]([Cl:24])[CH:18]=1)=O)(C)(C)C.C(O)(C(F)(F)F)=O, predict the reaction product. The product is: [Cl:24][C:19]1[CH:18]=[C:17]([CH:22]=[CH:21][C:20]=1[Cl:23])[CH2:16][CH:11]1[CH2:10][CH:9]2[CH2:15][CH2:14][CH:12]1[CH2:13][NH:8]2.